From a dataset of Catalyst prediction with 721,799 reactions and 888 catalyst types from USPTO. Predict which catalyst facilitates the given reaction. (1) Reactant: C(OC([N:8]1[CH2:13][CH2:12][N:11]([C:14]2[N:22]([CH2:23][CH:24]=[CH2:25])[C:21]3[C:20](=[O:26])[N:19]([CH3:27])[C:18](=[O:28])[N:17]([CH3:29])[C:16]=3[N:15]=2)[CH2:10][CH2:9]1)=O)(C)(C)C.FC(F)(F)C(O)=O. Product: [CH2:23]([N:22]1[C:21]2[C:20](=[O:26])[N:19]([CH3:27])[C:18](=[O:28])[N:17]([CH3:29])[C:16]=2[N:15]=[C:14]1[N:11]1[CH2:10][CH2:9][NH:8][CH2:13][CH2:12]1)[CH:24]=[CH2:25]. The catalyst class is: 4. (2) Reactant: [Br:1][C:2]1[CH:3]=[C:4]([NH:13][CH:14]([CH3:16])[CH3:15])[C:5]([CH3:12])=[C:6]([CH:11]=1)[C:7]([O:9]C)=[O:8].CO.[OH-].[Na+]. Product: [Br:1][C:2]1[CH:3]=[C:4]([NH:13][CH:14]([CH3:16])[CH3:15])[C:5]([CH3:12])=[C:6]([CH:11]=1)[C:7]([OH:9])=[O:8]. The catalyst class is: 7.